This data is from Full USPTO retrosynthesis dataset with 1.9M reactions from patents (1976-2016). The task is: Predict the reactants needed to synthesize the given product. (1) Given the product [O:37]=[C:9]([CH3:8])[C:10](=[CH:11][C:28]1[C:27]2[C:26]3[C:21](=[CH:22][CH:23]=[CH:24][CH:25]=3)[C:20](=[O:19])[C:32]=2[CH:31]=[CH:30][CH:29]=1)[C:13]#[N:14], predict the reactants needed to synthesize it. The reactants are: FC(F)(F)S(OC1C=[CH:11][C:10]([C:13]#[N:14])=[CH:9][C:8]=1OC)(=O)=O.[O:19]=[C:20]1[C:32]2[CH:31]=[CH:30][CH:29]=[C:28](C=O)[C:27]=2[C:26]2[C:21]1=[CH:22][CH:23]=[CH:24][CH:25]=2.C(O)(=[O:37])C.N1CCCCC1. (2) The reactants are: [Cl:1][C:2]1[N:3]=[C:4]2[CH:17]=[CH:16][C:15]3=[N:18][N:19]=[C:20]([C:21]([O:23]C)=O)[N:14]3[C:5]2=[N:6][C:7]=1[C:8]1[CH:13]=[CH:12][CH:11]=[CH:10][CH:9]=1.[CH2:25]([NH2:27])[CH3:26]. Given the product [Cl:1][C:2]1[N:3]=[C:4]2[CH:17]=[CH:16][C:15]3=[N:18][N:19]=[C:20]([C:21]([NH:27][CH2:25][CH3:26])=[O:23])[N:14]3[C:5]2=[N:6][C:7]=1[C:8]1[CH:13]=[CH:12][CH:11]=[CH:10][CH:9]=1, predict the reactants needed to synthesize it. (3) Given the product [CH:1]([C:4]1[N:5]=[C:6]([NH:19][CH:20]([CH3:22])[CH3:21])[C:7]2[N:8]([C:15](=[O:18])[NH:16][N:17]=2)[C:9]=1[CH2:10][CH2:11][CH:12]([CH3:13])[CH3:14])([CH3:2])[CH3:3], predict the reactants needed to synthesize it. The reactants are: [CH:1]([C:4]1[N:5]=[C:6]([NH:19][CH:20]([CH3:22])[CH3:21])[C:7]2[N:8]([C:15](=[O:18])[NH:16][N:17]=2)[C:9]=1[CH:10]=[CH:11][CH:12]([CH3:14])[CH3:13])([CH3:3])[CH3:2]. (4) Given the product [CH3:32][NH:33][C:28]([C:25]1[S:26][CH:27]=[C:23]([C:22]2[C:16]3[O:15][C:14]([NH:13][C:5]4[CH:6]=[C:7]([O:11][CH3:12])[C:8]([O:9][CH3:10])=[C:3]([O:2][CH3:1])[CH:4]=4)=[N:18][C:17]=3[CH:19]=[CH:20][CH:21]=2)[CH:24]=1)=[O:29], predict the reactants needed to synthesize it. The reactants are: [CH3:1][O:2][C:3]1[CH:4]=[C:5]([NH:13][C:14]2[O:15][C:16]3[C:22]([C:23]4[CH:24]=[C:25]([C:28](O)=[O:29])[S:26][CH:27]=4)=[CH:21][CH:20]=[CH:19][C:17]=3[N:18]=2)[CH:6]=[C:7]([O:11][CH3:12])[C:8]=1[O:9][CH3:10].C[CH2:32][N:33]=C=NCCCN(C)C.Cl.CN.C1COCC1.C1C=CC2N(O)N=NC=2C=1. (5) Given the product [Cl:19][C:20]1[CH:25]=[C:24]([C:26]([F:27])([F:28])[F:29])[CH:23]=[CH:22][C:21]=1[C:2]1[CH:7]=[CH:6][CH:5]=[C:4]([CH:8]([C:14]([O:16][CH2:17][CH3:18])=[O:15])[C:9]([O:11][CH2:12][CH3:13])=[O:10])[CH:3]=1, predict the reactants needed to synthesize it. The reactants are: Br[C:2]1[CH:3]=[C:4]([CH:8]([C:14]([O:16][CH2:17][CH3:18])=[O:15])[C:9]([O:11][CH2:12][CH3:13])=[O:10])[CH:5]=[CH:6][CH:7]=1.[Cl:19][C:20]1[CH:25]=[C:24]([C:26]([F:29])([F:28])[F:27])[CH:23]=[CH:22][C:21]=1B(O)O.O1CCOCC1.C(=O)([O-])[O-].[Na+].[Na+]. (6) Given the product [CH:1]1([CH2:7][NH:8][C:9]2[S:10][C:13]([CH3:20])([CH3:19])[C:14](=[O:15])[N:11]=2)[CH2:6][CH2:5][CH2:4][CH2:3][CH2:2]1, predict the reactants needed to synthesize it. The reactants are: [CH:1]1([CH2:7][NH:8][C:9]([NH2:11])=[S:10])[CH2:6][CH2:5][CH2:4][CH2:3][CH2:2]1.Br[C:13]([CH3:20])([CH3:19])[C:14](OCC)=[O:15].